Dataset: Forward reaction prediction with 1.9M reactions from USPTO patents (1976-2016). Task: Predict the product of the given reaction. (1) Given the reactants [NH2:1][C:2]1[CH:7]=[CH:6][C:5]([OH:8])=[CH:4][C:3]=1[Cl:9].[H-].[Na+].[CH2:12]([NH:14][C:15]([C:17]1[CH:18]=[C:19]2[C:24](=[CH:25][C:26]=1[O:27][CH2:28][C:29]1[CH:34]=[CH:33][CH:32]=[CH:31][CH:30]=1)[N:23]=[CH:22][CH:21]=[C:20]2Cl)=[O:16])[CH3:13].C(OCC)(=O)C, predict the reaction product. The product is: [CH2:12]([NH:14][C:15]([C:17]1[CH:18]=[C:19]2[C:24](=[CH:25][C:26]=1[O:27][CH2:28][C:29]1[CH:34]=[CH:33][CH:32]=[CH:31][CH:30]=1)[N:23]=[CH:22][CH:21]=[C:20]2[O:8][C:5]1[CH:6]=[CH:7][C:2]([NH2:1])=[C:3]([Cl:9])[CH:4]=1)=[O:16])[CH3:13]. (2) The product is: [NH2:29][C:25]1[O:11][C:1]2[C:2]([CH:16]([C:15]3[CH:18]=[C:19]([O:23][CH3:24])[C:20]([O:21][CH3:22])=[C:13]([Br:12])[CH:14]=3)[C:26]=1[C:27]#[N:28])=[CH:3][CH:4]=[C:5]1[CH:6]=[CH:7][CH:8]=[CH:9][C:10]=21. Given the reactants [C:1]1([OH:11])[C:10]2[C:5](=[CH:6][CH:7]=[CH:8][CH:9]=2)[CH:4]=[CH:3][CH:2]=1.[Br:12][C:13]1[CH:14]=[C:15]([CH:18]=[C:19]([O:23][CH3:24])[C:20]=1[O:21][CH3:22])[CH:16]=O.[C:25](#[N:29])[CH2:26][C:27]#[N:28].N1CCCCC1, predict the reaction product. (3) The product is: [CH3:18][C:15]1([CH3:17])[C:14](=[O:19])[N:13]([CH2:20][CH2:21][NH:22][C:23](=[O:26])[CH2:24][CH3:25])[C:12]2[CH:27]=[C:8]([C:6]([N:5]([CH:2]([CH3:3])[CH3:4])[C@@H:32]3[CH2:37][CH2:36][CH2:35][N:34]([C:46]([O:48][CH:49]([Cl:51])[CH3:50])=[O:47])[CH2:33]3)=[O:7])[C:9]([C:28]([F:30])([F:29])[F:31])=[CH:10][C:11]=2[O:16]1. Given the reactants Cl.[CH:2]([N:5]([C@@H:32]1[CH2:37][CH2:36][CH2:35][NH:34][CH2:33]1)[C:6]([C:8]1[C:9]([C:28]([F:31])([F:30])[F:29])=[CH:10][C:11]2[O:16][C:15]([CH3:18])([CH3:17])[C:14](=[O:19])[N:13]([CH2:20][CH2:21][NH:22][C:23](=[O:26])[CH2:24][CH3:25])[C:12]=2[CH:27]=1)=[O:7])([CH3:4])[CH3:3].C(N(CC)CC)C.Cl[C:46]([O:48][CH:49]([Cl:51])[CH3:50])=[O:47], predict the reaction product.